The task is: Predict the reactants needed to synthesize the given product.. This data is from Full USPTO retrosynthesis dataset with 1.9M reactions from patents (1976-2016). (1) Given the product [O:11]1[CH:10]=[CH:9][CH:8]=[C:7]1[CH2:6][NH:1][CH2:2][CH:3]([NH:5][CH2:6][C:7]1[O:11][CH:10]=[CH:9][CH:8]=1)[CH3:4], predict the reactants needed to synthesize it. The reactants are: [NH2:1][CH2:2][CH:3]([NH2:5])[CH3:4].[CH:6](=O)[C:7]1[O:11][CH:10]=[CH:9][CH:8]=1.[BH4-].[Na+]. (2) Given the product [OH:13][C:14]1[CH:15]=[C:16]([CH:17]=[CH:18][C:19]=1[O:20][CH3:21])[CH2:22][NH:23][C:2]([NH:1][C:4]1[CH:12]=[CH:11][C:7]2[NH:8][CH:9]=[N:10][C:6]=2[CH:5]=1)=[S:3], predict the reactants needed to synthesize it. The reactants are: [N:1]([C:4]1[CH:12]=[CH:11][C:7]2[NH:8][CH:9]=[N:10][C:6]=2[CH:5]=1)=[C:2]=[S:3].[OH:13][C:14]1[CH:15]=[C:16]([CH2:22][NH2:23])[CH:17]=[CH:18][C:19]=1[O:20][CH3:21]. (3) Given the product [CH3:20][N:21]([CH3:33])[CH2:22][CH2:23][O:24][C:25]1[CH:26]=[CH:27][C:28]([CH2:29][N:4]2[CH2:3][CH2:2][N:1]([C:7]3[CH:8]=[CH:9][C:10]4[N:11]([C:13]([C:16]([F:17])([F:18])[F:19])=[N:14][N:15]=4)[N:12]=3)[CH2:6][CH2:5]2)=[CH:31][CH:32]=1, predict the reactants needed to synthesize it. The reactants are: [N:1]1([C:7]2[CH:8]=[CH:9][C:10]3[N:11]([C:13]([C:16]([F:19])([F:18])[F:17])=[N:14][N:15]=3)[N:12]=2)[CH2:6][CH2:5][NH:4][CH2:3][CH2:2]1.[CH3:20][N:21]([CH3:33])[CH2:22][CH2:23][O:24][C:25]1[CH:32]=[CH:31][C:28]([CH:29]=O)=[CH:27][CH:26]=1. (4) The reactants are: Cl.[NH:2]1[CH2:7][CH2:6][CH:5]([NH:8][C:9]([C:11]2[C:15]3[N:16]=[CH:17][N:18]=[C:19]([C:20]4[CH:25]=[C:24]([F:26])[C:23]([O:27][CH3:28])=[CH:22][C:21]=4[O:29][CH2:30][CH:31]4[CH2:33][CH2:32]4)[C:14]=3[NH:13][CH:12]=2)=[O:10])[CH2:4][CH2:3]1.[C:34](Cl)(=[O:37])[CH2:35][CH3:36]. Given the product [C:34]([N:2]1[CH2:3][CH2:4][CH:5]([NH:8][C:9]([C:11]2[C:15]3[N:16]=[CH:17][N:18]=[C:19]([C:20]4[CH:25]=[C:24]([F:26])[C:23]([O:27][CH3:28])=[CH:22][C:21]=4[O:29][CH2:30][CH:31]4[CH2:33][CH2:32]4)[C:14]=3[NH:13][CH:12]=2)=[O:10])[CH2:6][CH2:7]1)(=[O:37])[CH2:35][CH3:36], predict the reactants needed to synthesize it. (5) Given the product [ClH:52].[CH3:1][O:2][CH2:3][CH2:4][CH2:5][CH2:6][N:7]1[C:11]([C:12]2[CH:17]=[CH:16][CH:15]=[CH:14][CH:13]=2)=[CH:10][CH:9]=[C:8]1[C:18]([N:20]([CH2:42][CH:43]([CH3:45])[CH3:44])[C@H:21]1[CH2:26][C@@H:25]([C:27]([N:29]2[CH2:30][CH2:31][O:32][CH2:33][CH2:34]2)=[O:28])[CH2:24][NH:23][CH2:22]1)=[O:19], predict the reactants needed to synthesize it. The reactants are: [CH3:1][O:2][CH2:3][CH2:4][CH2:5][CH2:6][N:7]1[C:11]([C:12]2[CH:17]=[CH:16][CH:15]=[CH:14][CH:13]=2)=[CH:10][CH:9]=[C:8]1[C:18]([N:20]([CH2:42][CH:43]([CH3:45])[CH3:44])[C@H:21]1[CH2:26][C@@H:25]([C:27]([N:29]2[CH2:34][CH2:33][O:32][CH2:31][CH2:30]2)=[O:28])[CH2:24][N:23](C(OC(C)(C)C)=O)[CH2:22]1)=[O:19].C(OCC)(=O)C.[ClH:52]. (6) Given the product [Cl:1][C:2]1[CH:7]=[CH:6][C:5]([CH:8]2[C:9]3[C:10](=[N:11][N:12]([CH3:15])[C:13]=3[CH3:14])[C:16](=[O:17])[N:19]2[C:20]2[CH:25]=[C:24]([CH3:26])[C:23](=[O:27])[N:22]([CH3:28])[CH:21]=2)=[CH:4][CH:3]=1, predict the reactants needed to synthesize it. The reactants are: [Cl:1][C:2]1[CH:7]=[CH:6][C:5]([CH:8]([NH:19][C:20]2[CH:25]=[C:24]([CH3:26])[C:23](=[O:27])[N:22]([CH3:28])[CH:21]=2)[C:9]2[C:10]([C:16](O)=[O:17])=[N:11][N:12]([CH3:15])[C:13]=2[CH3:14])=[CH:4][CH:3]=1. (7) Given the product [Br:1][C:2]1[S:6][CH:5]=[C:4]([C:7]([N:21]2[CH2:22][CH2:23][N:18]([C:12]3[C:11]([CH3:10])=[CH:16][C:15]([CH3:17])=[CH:14][N:13]=3)[CH2:19][CH2:20]2)=[O:9])[CH:3]=1, predict the reactants needed to synthesize it. The reactants are: [Br:1][C:2]1[S:6][CH:5]=[C:4]([C:7]([OH:9])=O)[CH:3]=1.[CH3:10][C:11]1[C:12]([N:18]2[CH2:23][CH2:22][NH:21][CH2:20][CH2:19]2)=[N:13][CH:14]=[C:15]([CH3:17])[CH:16]=1.